Regression. Given two drug SMILES strings and cell line genomic features, predict the synergy score measuring deviation from expected non-interaction effect. From a dataset of NCI-60 drug combinations with 297,098 pairs across 59 cell lines. (1) Drug 1: C1C(C(OC1N2C=C(C(=O)NC2=O)F)CO)O. Drug 2: CC1CCCC2(C(O2)CC(NC(=O)CC(C(C(=O)C(C1O)C)(C)C)O)C(=CC3=CSC(=N3)C)C)C. Cell line: SW-620. Synergy scores: CSS=53.7, Synergy_ZIP=-4.05, Synergy_Bliss=-6.37, Synergy_Loewe=-4.18, Synergy_HSA=-1.12. (2) Drug 1: COC1=C2C(=CC3=C1OC=C3)C=CC(=O)O2. Drug 2: C1CNP(=O)(OC1)N(CCCl)CCCl. Cell line: M14. Synergy scores: CSS=-2.48, Synergy_ZIP=5.04, Synergy_Bliss=-1.66, Synergy_Loewe=-1.20, Synergy_HSA=-3.35. (3) Drug 1: CCCS(=O)(=O)NC1=C(C(=C(C=C1)F)C(=O)C2=CNC3=C2C=C(C=N3)C4=CC=C(C=C4)Cl)F. Drug 2: N.N.Cl[Pt+2]Cl. Cell line: RPMI-8226. Synergy scores: CSS=-2.54, Synergy_ZIP=5.70, Synergy_Bliss=11.1, Synergy_Loewe=-3.12, Synergy_HSA=-0.183. (4) Drug 1: CCCS(=O)(=O)NC1=C(C(=C(C=C1)F)C(=O)C2=CNC3=C2C=C(C=N3)C4=CC=C(C=C4)Cl)F. Drug 2: C1=CC=C(C(=C1)C(C2=CC=C(C=C2)Cl)C(Cl)Cl)Cl. Cell line: SF-268. Synergy scores: CSS=5.33, Synergy_ZIP=4.49, Synergy_Bliss=8.99, Synergy_Loewe=-38.7, Synergy_HSA=5.88. (5) Drug 1: C1=CN(C(=O)N=C1N)C2C(C(C(O2)CO)O)O.Cl. Drug 2: COC1=C2C(=CC3=C1OC=C3)C=CC(=O)O2. Cell line: HCT-15. Synergy scores: CSS=23.9, Synergy_ZIP=0.860, Synergy_Bliss=1.75, Synergy_Loewe=-22.2, Synergy_HSA=-0.451. (6) Drug 1: C1=C(C(=O)NC(=O)N1)F. Drug 2: CN(C(=O)NC(C=O)C(C(C(CO)O)O)O)N=O. Cell line: SK-OV-3. Synergy scores: CSS=23.2, Synergy_ZIP=2.69, Synergy_Bliss=4.93, Synergy_Loewe=-2.32, Synergy_HSA=5.93. (7) Drug 1: CC12CCC3C(C1CCC2O)C(CC4=C3C=CC(=C4)O)CCCCCCCCCS(=O)CCCC(C(F)(F)F)(F)F. Drug 2: C#CCC(CC1=CN=C2C(=N1)C(=NC(=N2)N)N)C3=CC=C(C=C3)C(=O)NC(CCC(=O)O)C(=O)O. Cell line: SR. Synergy scores: CSS=19.8, Synergy_ZIP=0.711, Synergy_Bliss=5.63, Synergy_Loewe=-26.0, Synergy_HSA=1.23. (8) Drug 1: CC1OCC2C(O1)C(C(C(O2)OC3C4COC(=O)C4C(C5=CC6=C(C=C35)OCO6)C7=CC(=C(C(=C7)OC)O)OC)O)O. Drug 2: CCC1(CC2CC(C3=C(CCN(C2)C1)C4=CC=CC=C4N3)(C5=C(C=C6C(=C5)C78CCN9C7C(C=CC9)(C(C(C8N6C)(C(=O)OC)O)OC(=O)C)CC)OC)C(=O)OC)O.OS(=O)(=O)O. Cell line: MDA-MB-231. Synergy scores: CSS=39.6, Synergy_ZIP=-8.81, Synergy_Bliss=0.347, Synergy_Loewe=2.25, Synergy_HSA=2.78. (9) Drug 1: CNC(=O)C1=CC=CC=C1SC2=CC3=C(C=C2)C(=NN3)C=CC4=CC=CC=N4. Synergy scores: CSS=22.3, Synergy_ZIP=-2.21, Synergy_Bliss=-0.141, Synergy_Loewe=-2.35, Synergy_HSA=0.705. Cell line: KM12. Drug 2: CC1CCC2CC(C(=CC=CC=CC(CC(C(=O)C(C(C(=CC(C(=O)CC(OC(=O)C3CCCCN3C(=O)C(=O)C1(O2)O)C(C)CC4CCC(C(C4)OC)OCCO)C)C)O)OC)C)C)C)OC.